Dataset: Reaction yield outcomes from USPTO patents with 853,638 reactions. Task: Predict the reaction yield, written as a fraction of the theoretical maximum amount of product (1.0 means a 100% yield; for example, 0.34 means a 34% yield). (1) The reactants are [Cl:1][C:2]1[CH:13]=[C:12]([C:14]2[CH:15]=[N:16][N:17]3[C:22]([NH:23][CH2:24][CH:25]4[CH2:30][CH2:29][O:28][CH2:27][CH2:26]4)=[N:21][C:20](S(C)(=O)=O)=[N:19][C:18]=23)[CH:11]=[CH:10][C:3]=1[C:4]([NH:6][CH:7]1[CH2:9][CH2:8]1)=[O:5].[C:35]1([OH:41])[CH:40]=[CH:39][CH:38]=[CH:37][CH:36]=1.C1CCN2C(=NCCC2)CC1. The catalyst is COCCOC. The product is [Cl:1][C:2]1[CH:13]=[C:12]([C:14]2[CH:15]=[N:16][N:17]3[C:22]([NH:23][CH2:24][CH:25]4[CH2:30][CH2:29][O:28][CH2:27][CH2:26]4)=[N:21][C:20]([O:41][C:35]4[CH:40]=[CH:39][CH:38]=[CH:37][CH:36]=4)=[N:19][C:18]=23)[CH:11]=[CH:10][C:3]=1[C:4]([NH:6][CH:7]1[CH2:9][CH2:8]1)=[O:5]. The yield is 0.330. (2) The reactants are O[CH2:2][C@@H:3]([CH3:16])[CH2:4][N:5]1[C:10]2[CH:11]=[CH:12][CH:13]=[CH:14][C:9]=2[O:8][CH2:7][C:6]1=[O:15].C1(P(C2C=CC=CC=2)C2C=CC=CC=2)C=CC=CC=1.N1C=CN=C1.[I:41]I. The catalyst is C(Cl)(Cl)Cl. The product is [I:41][CH2:2][C@@H:3]([CH3:16])[CH2:4][N:5]1[C:10]2[CH:11]=[CH:12][CH:13]=[CH:14][C:9]=2[O:8][CH2:7][C:6]1=[O:15]. The yield is 0.800. (3) The reactants are [CH3:1][C:2]1[C:10]2[C:9](=[O:11])[NH:8][C:7]([CH2:12][CH2:13][CH3:14])=[N:6][C:5]=2[S:4][N:3]=1.[CH:15]1[CH:20]=[CH:19][C:18]([CH2:21]Br)=[CH:17][CH:16]=1.C([O-])([O-])=O.[Cs+].[Cs+]. The catalyst is O1CCOCC1.CCOC(C)=O. The product is [CH2:21]([N:8]1[C:9](=[O:11])[C:10]2[C:2]([CH3:1])=[N:3][S:4][C:5]=2[N:6]=[C:7]1[CH2:12][CH2:13][CH3:14])[C:18]1[CH:19]=[CH:20][CH:15]=[CH:16][CH:17]=1. The yield is 0.420. (4) The reactants are Br[C:2]1[S:6][C:5]([NH:7][C:8]([NH:10][C:11]2[CH:16]=[CH:15][C:14]([CH3:17])=[CH:13][C:12]=2[C:18]([CH:20]2[CH2:24][CH2:23][CH2:22][CH2:21]2)=[O:19])=[O:9])=[N:4][CH:3]=1.[SH:25][C:26]1[CH:31]=[CH:30][N:29]=[CH:28][CH:27]=1. No catalyst specified. The product is [CH:20]1([C:18]([C:12]2[CH:13]=[C:14]([CH3:17])[CH:15]=[CH:16][C:11]=2[NH:10][C:8]([NH:7][C:5]2[S:6][C:2]([S:25][C:26]3[CH:31]=[CH:30][N:29]=[CH:28][CH:27]=3)=[CH:3][N:4]=2)=[O:9])=[O:19])[CH2:24][CH2:23][CH2:22][CH2:21]1. The yield is 0.250. (5) The reactants are [Br:1][C:2]1[CH:3]=[C:4]([C:15]([NH:17][CH2:18][C:19]2[C:20]([O:28]C)=[N:21][C:22]([CH2:26][OH:27])=[CH:23][C:24]=2[CH3:25])=[O:16])[C:5]2[C:6]([CH3:14])=[CH:7][N:8]([CH:11]([CH3:13])[CH3:12])[C:9]=2[CH:10]=1.Cl. The catalyst is O1CCCC1. The product is [Br:1][C:2]1[CH:3]=[C:4]([C:15]([NH:17][CH2:18][C:19]2[C:20](=[O:28])[NH:21][C:22]([CH2:26][OH:27])=[CH:23][C:24]=2[CH3:25])=[O:16])[C:5]2[C:6]([CH3:14])=[CH:7][N:8]([CH:11]([CH3:13])[CH3:12])[C:9]=2[CH:10]=1. The yield is 0.390. (6) The reactants are [CH3:1][S:2](Cl)(=[O:4])=[O:3].[N:6]1[S:10][N:9]=[C:8]2[CH:11]=[C:12]([CH2:15][CH2:16][OH:17])[CH:13]=[CH:14][C:7]=12.C(N(CC)CC)C.CC=C(C)C. The catalyst is C(Cl)Cl. The product is [N:6]1[S:10][N:9]=[C:8]2[CH:11]=[C:12]([CH2:15][CH2:16][O:17][S:2]([CH3:1])(=[O:4])=[O:3])[CH:13]=[CH:14][C:7]=12. The yield is 0.780.